Dataset: Full USPTO retrosynthesis dataset with 1.9M reactions from patents (1976-2016). Task: Predict the reactants needed to synthesize the given product. (1) Given the product [C:1]([N:5]1[C:9]([CH2:10][CH2:11][CH3:12])=[CH:8][C:7]([CH2:13][CH2:14][CH2:15][N:27]2[CH2:26][CH2:25][N:24]([C:19]3[CH:20]=[CH:21][CH:22]=[CH:23][C:18]=3[F:17])[CH2:29][CH2:28]2)=[N:6]1)([CH3:4])([CH3:3])[CH3:2], predict the reactants needed to synthesize it. The reactants are: [C:1]([N:5]1[C:9]([CH2:10][CH2:11][CH3:12])=[CH:8][C:7]([CH2:13][CH2:14][CH:15]=O)=[N:6]1)([CH3:4])([CH3:3])[CH3:2].[F:17][C:18]1[CH:23]=[CH:22][CH:21]=[CH:20][C:19]=1[N:24]1[CH2:29][CH2:28][NH:27][CH2:26][CH2:25]1.CCN(C(C)C)C(C)C.[BH-](OC(C)=O)(OC(C)=O)OC(C)=O.[Na+]. (2) The reactants are: C([O:8][C:9]1[N:14]=[C:13]2[NH:15][CH:16]=[N:17][C:12]2=[CH:11][CH:10]=1)C1C=CC=CC=1.[F:18][C:19]1[CH:24]=[CH:23][CH:22]=[CH:21][C:20]=1B(O)O. Given the product [F:18][C:19]1[CH:24]=[CH:23][CH:22]=[CH:21][C:20]=1[N:15]1[C:13]2=[N:14][C:9]([OH:8])=[CH:10][CH:11]=[C:12]2[N:17]=[CH:16]1, predict the reactants needed to synthesize it. (3) Given the product [NH2:11][C:9]1[S:10][C@H:5]([C:2]([OH:1])([CH3:4])[CH3:3])[CH2:6][C@:7]([C:19]2[CH:24]=[CH:23][C:22]([F:34])=[C:21]([C:25]3[CH:26]=[N:27][CH:28]=[N:29][CH:30]=3)[CH:20]=2)([CH3:31])[N:8]=1, predict the reactants needed to synthesize it. The reactants are: [OH:1][C:2]([C@H:5]1[S:10][C:9]([NH:11]C(=O)OC(C)(C)C)=[N:8][C@:7]([CH3:31])([C:19]2[CH:24]=[CH:23][CH:22]=[C:21]([C:25]3[CH:26]=[N:27][CH:28]=[N:29][CH:30]=3)[CH:20]=2)[CH2:6]1)([CH3:4])[CH3:3].CO.[F:34]C(F)(F)C(O)=O. (4) Given the product [CH3:1][O:2][C:3]1[C:4]([O:24][CH3:25])=[CH:5][C:6]2[C:7]([C:16]3[CH:17]=[CH:18][C:19]([O:22][CH3:23])=[CH:20][CH:21]=3)=[C:8]3[CH2:15][N:14]([C:32](=[O:34])[CH3:33])[CH2:13][CH2:12][N:9]3[C:10]=2[CH:11]=1, predict the reactants needed to synthesize it. The reactants are: [CH3:1][O:2][C:3]1[C:4]([O:24][CH3:25])=[CH:5][C:6]2[C:7]([C:16]3[CH:21]=[CH:20][C:19]([O:22][CH3:23])=[CH:18][CH:17]=3)=[C:8]3[CH2:15][NH:14][CH2:13][CH2:12][N:9]3[C:10]=2[CH:11]=1.N1C=CC=CC=1.[C:32](OC(=O)C)(=[O:34])[CH3:33].